From a dataset of Full USPTO retrosynthesis dataset with 1.9M reactions from patents (1976-2016). Predict the reactants needed to synthesize the given product. Given the product [Cl:1][C:2]1[CH:3]=[CH:4][C:5]([CH2:6][C:7]2[N:8]=[C:9]([CH2:33][CH:34]([CH3:36])[CH3:35])[C:10]3[N:15]=[C:14]([C:16]4[CH:17]=[C:18]([CH3:32])[C:19]([O:20][CH2:21][C:22]([OH:24])=[O:23])=[C:29]([CH3:31])[CH:30]=4)[O:13][C:11]=3[N:12]=2)=[CH:37][CH:38]=1, predict the reactants needed to synthesize it. The reactants are: [Cl:1][C:2]1[CH:38]=[CH:37][C:5]([CH2:6][C:7]2[N:8]=[C:9]([CH2:33][CH:34]([CH3:36])[CH3:35])[C:10]3[N:15]=[C:14]([C:16]4[CH:30]=[C:29]([CH3:31])[C:19]([O:20][CH2:21][C:22]([O:24]C(C)(C)C)=[O:23])=[C:18]([CH3:32])[CH:17]=4)[O:13][C:11]=3[N:12]=2)=[CH:4][CH:3]=1.FC(F)(F)C(O)=O.